From a dataset of Reaction yield outcomes from USPTO patents with 853,638 reactions. Predict the reaction yield, written as a fraction of the theoretical maximum amount of product (1.0 means a 100% yield; for example, 0.34 means a 34% yield). The reactants are Cl[C:2]1[C:3]2[CH:10]=[CH:9][N:8]([CH2:11][O:12][CH2:13][CH2:14][Si:15]([CH3:18])([CH3:17])[CH3:16])[C:4]=2[N:5]=[CH:6][N:7]=1.O.[NH2:20][NH2:21]. The product is [NH:20]([C:2]1[C:3]2[CH:10]=[CH:9][N:8]([CH2:11][O:12][CH2:13][CH2:14][Si:15]([CH3:18])([CH3:17])[CH3:16])[C:4]=2[N:5]=[CH:6][N:7]=1)[NH2:21]. The catalyst is O1CCOCC1. The yield is 0.880.